Dataset: NCI-60 drug combinations with 297,098 pairs across 59 cell lines. Task: Regression. Given two drug SMILES strings and cell line genomic features, predict the synergy score measuring deviation from expected non-interaction effect. (1) Drug 1: C1=CC(=CC=C1CC(C(=O)O)N)N(CCCl)CCCl.Cl. Drug 2: C1CN1P(=S)(N2CC2)N3CC3. Cell line: HOP-62. Synergy scores: CSS=46.8, Synergy_ZIP=-5.33, Synergy_Bliss=3.15, Synergy_Loewe=-1.24, Synergy_HSA=2.02. (2) Drug 1: CC1=C(C=C(C=C1)NC2=NC=CC(=N2)N(C)C3=CC4=NN(C(=C4C=C3)C)C)S(=O)(=O)N.Cl. Drug 2: CC12CCC(CC1=CCC3C2CCC4(C3CC=C4C5=CN=CC=C5)C)O. Cell line: OVCAR-4. Synergy scores: CSS=14.3, Synergy_ZIP=-4.34, Synergy_Bliss=0.413, Synergy_Loewe=0.707, Synergy_HSA=1.81. (3) Drug 1: CC1C(C(CC(O1)OC2CC(CC3=C2C(=C4C(=C3O)C(=O)C5=C(C4=O)C(=CC=C5)OC)O)(C(=O)CO)O)N)O.Cl. Drug 2: C1=NNC2=C1C(=O)NC=N2. Cell line: SN12C. Synergy scores: CSS=-0.665, Synergy_ZIP=-0.901, Synergy_Bliss=-1.85, Synergy_Loewe=-1.61, Synergy_HSA=-1.49. (4) Synergy scores: CSS=31.0, Synergy_ZIP=-8.02, Synergy_Bliss=-0.270, Synergy_Loewe=0.297, Synergy_HSA=-0.441. Cell line: SNB-75. Drug 1: CC12CCC3C(C1CCC2=O)CC(=C)C4=CC(=O)C=CC34C. Drug 2: C1CC(=O)NC(=O)C1N2C(=O)C3=CC=CC=C3C2=O. (5) Drug 1: C1=CC(=CC=C1CC(C(=O)O)N)N(CCCl)CCCl.Cl. Drug 2: C1CC(C1)(C(=O)O)C(=O)O.[NH2-].[NH2-].[Pt+2]. Cell line: UO-31. Synergy scores: CSS=4.67, Synergy_ZIP=-4.81, Synergy_Bliss=-6.54, Synergy_Loewe=-5.15, Synergy_HSA=-5.07. (6) Drug 1: C1CN1C2=NC(=NC(=N2)N3CC3)N4CC4. Drug 2: C1=NC2=C(N1)C(=S)N=CN2. Cell line: IGROV1. Synergy scores: CSS=18.1, Synergy_ZIP=-4.37, Synergy_Bliss=0.595, Synergy_Loewe=1.49, Synergy_HSA=3.42. (7) Drug 1: C1=NC(=NC(=O)N1C2C(C(C(O2)CO)O)O)N. Drug 2: N.N.Cl[Pt+2]Cl. Cell line: M14. Synergy scores: CSS=23.7, Synergy_ZIP=1.13, Synergy_Bliss=6.83, Synergy_Loewe=3.68, Synergy_HSA=4.70. (8) Drug 1: C1=NC2=C(N1)C(=S)N=CN2. Drug 2: CC1C(C(CC(O1)OC2CC(CC3=C2C(=C4C(=C3O)C(=O)C5=CC=CC=C5C4=O)O)(C(=O)C)O)N)O. Cell line: K-562. Synergy scores: CSS=50.3, Synergy_ZIP=-4.37, Synergy_Bliss=-5.21, Synergy_Loewe=-1.47, Synergy_HSA=-0.313. (9) Drug 1: C1=CC=C(C=C1)NC(=O)CCCCCCC(=O)NO. Drug 2: C1C(C(OC1N2C=NC3=C2NC=NCC3O)CO)O. Cell line: 786-0. Synergy scores: CSS=6.67, Synergy_ZIP=0.810, Synergy_Bliss=6.00, Synergy_Loewe=-1.65, Synergy_HSA=0.696. (10) Drug 1: CC1=C2C(C(=O)C3(C(CC4C(C3C(C(C2(C)C)(CC1OC(=O)C(C(C5=CC=CC=C5)NC(=O)OC(C)(C)C)O)O)OC(=O)C6=CC=CC=C6)(CO4)OC(=O)C)OC)C)OC. Drug 2: CN(C)C1=NC(=NC(=N1)N(C)C)N(C)C. Cell line: SK-MEL-28. Synergy scores: CSS=41.3, Synergy_ZIP=5.63, Synergy_Bliss=8.51, Synergy_Loewe=-10.5, Synergy_HSA=5.40.